This data is from NCI-60 drug combinations with 297,098 pairs across 59 cell lines. The task is: Regression. Given two drug SMILES strings and cell line genomic features, predict the synergy score measuring deviation from expected non-interaction effect. (1) Drug 1: CC12CCC3C(C1CCC2O)C(CC4=C3C=CC(=C4)O)CCCCCCCCCS(=O)CCCC(C(F)(F)F)(F)F. Drug 2: CC(C)NC(=O)C1=CC=C(C=C1)CNNC.Cl. Cell line: T-47D. Synergy scores: CSS=9.68, Synergy_ZIP=3.40, Synergy_Bliss=5.12, Synergy_Loewe=0.339, Synergy_HSA=3.38. (2) Synergy scores: CSS=-7.89, Synergy_ZIP=7.78, Synergy_Bliss=-4.42, Synergy_Loewe=-6.22, Synergy_HSA=-6.73. Drug 1: CC1=CC=C(C=C1)C2=CC(=NN2C3=CC=C(C=C3)S(=O)(=O)N)C(F)(F)F. Drug 2: C1=NNC2=C1C(=O)NC=N2. Cell line: NCI/ADR-RES. (3) Drug 1: CC(C1=C(C=CC(=C1Cl)F)Cl)OC2=C(N=CC(=C2)C3=CN(N=C3)C4CCNCC4)N. Drug 2: CC1=CC=C(C=C1)C2=CC(=NN2C3=CC=C(C=C3)S(=O)(=O)N)C(F)(F)F. Cell line: OVCAR3. Synergy scores: CSS=-1.25, Synergy_ZIP=-0.0875, Synergy_Bliss=-1.40, Synergy_Loewe=-3.80, Synergy_HSA=-3.83. (4) Drug 1: CC1=C(N=C(N=C1N)C(CC(=O)N)NCC(C(=O)N)N)C(=O)NC(C(C2=CN=CN2)OC3C(C(C(C(O3)CO)O)O)OC4C(C(C(C(O4)CO)O)OC(=O)N)O)C(=O)NC(C)C(C(C)C(=O)NC(C(C)O)C(=O)NCCC5=NC(=CS5)C6=NC(=CS6)C(=O)NCCC[S+](C)C)O. Drug 2: C1=CC=C(C(=C1)C(C2=CC=C(C=C2)Cl)C(Cl)Cl)Cl. Cell line: LOX IMVI. Synergy scores: CSS=1.07, Synergy_ZIP=2.70, Synergy_Bliss=9.80, Synergy_Loewe=-31.9, Synergy_HSA=-7.95. (5) Drug 1: C1=NC2=C(N=C(N=C2N1C3C(C(C(O3)CO)O)F)Cl)N. Drug 2: CC(C)CN1C=NC2=C1C3=CC=CC=C3N=C2N. Cell line: HT29. Synergy scores: CSS=1.07, Synergy_ZIP=0.204, Synergy_Bliss=1.02, Synergy_Loewe=-2.16, Synergy_HSA=-0.686. (6) Drug 1: CS(=O)(=O)OCCCCOS(=O)(=O)C. Drug 2: C1=NNC2=C1C(=O)NC=N2. Cell line: NCIH23. Synergy scores: CSS=7.23, Synergy_ZIP=-2.80, Synergy_Bliss=-1.34, Synergy_Loewe=-3.48, Synergy_HSA=-1.80.